Task: Predict the reactants needed to synthesize the given product.. Dataset: Full USPTO retrosynthesis dataset with 1.9M reactions from patents (1976-2016) (1) Given the product [ClH:1].[ClH:1].[CH3:50][S:51]([N:54]1[CH2:55][CH2:56][N:57]([CH:60]2[CH2:65][CH2:64][NH:63][CH2:62][CH2:61]2)[CH2:58][CH2:59]1)(=[O:52])=[O:53], predict the reactants needed to synthesize it. The reactants are: [ClH:1].CS(N1CCNCC1)(=O)=O.C(O)(=O)C.CC(C1CC(=O)CCN1C([O-])=O)(C)C.[BH-](OC(C)=O)(OC(C)=O)OC(C)=O.[Na+].C([O-])([O-])=O.[Na+].[Na+].[CH3:50][S:51]([N:54]1[CH2:59][CH2:58][N:57]([CH:60]2[CH2:65][CH2:64][N:63](C(OC(C)(C)C)=O)[CH2:62][CH2:61]2)[CH2:56][CH2:55]1)(=[O:53])=[O:52].Cl. (2) The reactants are: [Cl:1][C:2]1[CH:7]=[CH:6][C:5]([C@@H:8]([C@@H:28]2[CH2:32][CH2:31][CH2:30][NH:29]2)[C:9]([N:11]2[CH2:16][CH2:15][N:14]([C:17]3[C:18]4[C@H:25]([CH3:26])[CH2:24][C@@H:23]([OH:27])[C:19]=4[N:20]=[CH:21][N:22]=3)[CH2:13][CH2:12]2)=[O:10])=[CH:4][CH:3]=1.C(N(C(C)C)CC)(C)C.FC(F)(F)S(OC[CH2:49][C:50]([F:53])([F:52])[F:51])(=O)=O. Given the product [Cl:1][C:2]1[CH:7]=[CH:6][C:5]([C@@H:8]([C@@H:28]2[CH2:32][CH2:31][CH2:30][N:29]2[CH2:49][C:50]([F:53])([F:52])[F:51])[C:9]([N:11]2[CH2:12][CH2:13][N:14]([C:17]3[C:18]4[C@H:25]([CH3:26])[CH2:24][C@@H:23]([OH:27])[C:19]=4[N:20]=[CH:21][N:22]=3)[CH2:15][CH2:16]2)=[O:10])=[CH:4][CH:3]=1, predict the reactants needed to synthesize it. (3) Given the product [C:8]([N:24]1[CH2:23][CH2:22][N:21]([C:25]2[N:26]([CH2:47][C:48]([F:51])([F:49])[F:50])[C:27]3[C:32]([N:33]=2)=[C:31]([N:34]2[CH2:35][CH2:36][O:37][CH2:38][CH2:39]2)[N:30]=[C:29]([C:40]2[CH:45]=[N:44][C:43]([NH2:46])=[N:42][CH:41]=2)[N:28]=3)[CH2:20][C:19]1([CH3:52])[CH3:18])(=[O:10])[CH3:9], predict the reactants needed to synthesize it. The reactants are: C(N(CC)CC)C.[C:8](OC(=O)C)(=[O:10])[CH3:9].C(Cl)Cl.[CH3:18][C:19]1([CH3:52])[NH:24][CH2:23][CH2:22][N:21]([C:25]2[N:26]([CH2:47][C:48]([F:51])([F:50])[F:49])[C:27]3[C:32]([N:33]=2)=[C:31]([N:34]2[CH2:39][CH2:38][O:37][CH2:36][CH2:35]2)[N:30]=[C:29]([C:40]2[CH:41]=[N:42][C:43]([NH2:46])=[N:44][CH:45]=2)[N:28]=3)[CH2:20]1.